From a dataset of Full USPTO retrosynthesis dataset with 1.9M reactions from patents (1976-2016). Predict the reactants needed to synthesize the given product. (1) The reactants are: [Br:1][C:2]1[CH:3]=[C:4]([N+:16]([O-])=O)[C:5]([C:8]2[CH:13]=[CH:12][CH:11]=[C:10]([O:14][CH3:15])[CH:9]=2)=[N:6][CH:7]=1.O.O.[Sn](Cl)Cl. Given the product [Br:1][C:2]1[CH:3]=[C:4]([NH2:16])[C:5]([C:8]2[CH:13]=[CH:12][CH:11]=[C:10]([O:14][CH3:15])[CH:9]=2)=[N:6][CH:7]=1, predict the reactants needed to synthesize it. (2) Given the product [CH3:25][C:15]1[CH:20]=[CH:19][C:18]([S:21]([O:11][CH2:10][CH:7]2[O:6][C:5]3[CH:12]=[C:13]([F:14])[C:2]([F:1])=[CH:3][C:4]=3[O:9][CH2:8]2)(=[O:23])=[O:22])=[CH:17][CH:16]=1, predict the reactants needed to synthesize it. The reactants are: [F:1][C:2]1[C:13]([F:14])=[CH:12][C:5]2[O:6][CH:7]([CH2:10][OH:11])[CH2:8][O:9][C:4]=2[CH:3]=1.[C:15]1([CH3:25])[CH:20]=[CH:19][C:18]([S:21](Cl)(=[O:23])=[O:22])=[CH:17][CH:16]=1.O.Cl. (3) Given the product [C:27]([C:26]1[C:21]([NH:20][C:17]2[CH:18]=[CH:19][C:14]([N:11]3[CH2:12][CH2:13][N:8]([C:6]([O:5][C:1]([CH3:4])([CH3:3])[CH3:2])=[O:7])[CH2:9][CH2:10]3)=[C:15]([CH3:33])[CH:16]=2)=[N:22][C:23]([S:31][CH3:32])=[N:24][C:25]=1[NH:35][NH2:36])(=[O:29])[NH2:28], predict the reactants needed to synthesize it. The reactants are: [C:1]([O:5][C:6]([N:8]1[CH2:13][CH2:12][N:11]([C:14]2[CH:19]=[CH:18][C:17]([NH:20][C:21]3[C:26]([C:27](=[O:29])[NH2:28])=[C:25](Cl)[N:24]=[C:23]([S:31][CH3:32])[N:22]=3)=[CH:16][C:15]=2[CH3:33])[CH2:10][CH2:9]1)=[O:7])([CH3:4])([CH3:3])[CH3:2].O.[NH2:35][NH2:36]. (4) Given the product [C:16]([C:18]1[CH:23]=[CH:22][C:21]([C:2]2[CH:14]=[CH:13][C:5]([C:6]([O:8][C:9]([CH3:12])([CH3:11])[CH3:10])=[O:7])=[CH:4][C:3]=2[CH3:15])=[CH:20][CH:19]=1)#[N:17], predict the reactants needed to synthesize it. The reactants are: Br[C:2]1[CH:14]=[CH:13][C:5]([C:6]([O:8][C:9]([CH3:12])([CH3:11])[CH3:10])=[O:7])=[CH:4][C:3]=1[CH3:15].[C:16]([C:18]1[CH:23]=[CH:22][C:21](B(O)O)=[CH:20][CH:19]=1)#[N:17].BrCC1C=C(OC)C=CC=1C1C=CC(Cl)=CC=1. (5) Given the product [OH:4][C@H:3]([C:5]1[CH:6]=[CH:7][C:8]([OH:16])=[C:9]([NH:11][S:12]([CH3:15])(=[O:14])=[O:13])[CH:10]=1)[CH2:2][NH:1][CH:18]1[CH2:19][CH2:20][N:21]([C:24]2[CH:25]=[CH:26][C:27]([S:30]([N:33]3[CH2:34][CH2:35][N:36]([CH2:39][C:40]([O:42][CH2:43][CH3:44])=[O:41])[CH2:37][CH2:38]3)(=[O:32])=[O:31])=[CH:28][CH:29]=2)[CH2:22][CH2:23]1, predict the reactants needed to synthesize it. The reactants are: [NH2:1][CH2:2][C@@H:3]([C:5]1[CH:6]=[CH:7][C:8]([OH:16])=[C:9]([NH:11][S:12]([CH3:15])(=[O:14])=[O:13])[CH:10]=1)[OH:4].O=[C:18]1[CH2:23][CH2:22][N:21]([C:24]2[CH:29]=[CH:28][C:27]([S:30]([N:33]3[CH2:38][CH2:37][N:36]([CH2:39][C:40]([O:42][CH2:43][CH3:44])=[O:41])[CH2:35][CH2:34]3)(=[O:32])=[O:31])=[CH:26][CH:25]=2)[CH2:20][CH2:19]1.C(C(O)=O)(F)(F)F.